Dataset: Forward reaction prediction with 1.9M reactions from USPTO patents (1976-2016). Task: Predict the product of the given reaction. (1) Given the reactants [Br:1][C:2]1[CH2:3][C:4]2[C:9]([CH:10]=1)=[CH:8][CH:7]=[CH:6][CH:5]=2.[Mg:11], predict the reaction product. The product is: [CH2:10]1[C:9]2[C:4](=[CH:5][CH:6]=[CH:7][CH:8]=2)[CH:3]=[CH:2]1.[Br:1][Mg:11]. (2) Given the reactants [C:1]([NH2:5])(=[O:4])[CH:2]=[CH2:3].SCCC(O)=O.[C:12]([O:17]CC1OC1)(=[O:16])[C:13]([CH3:15])=[CH2:14].CC(C)=O, predict the reaction product. The product is: [C:1]([NH2:5])(=[O:4])[CH:2]=[CH2:3].[C:12]([OH:17])(=[O:16])[C:13]([CH3:15])=[CH2:14]. (3) Given the reactants [Br:1][C:2]1[CH:9]=[C:6]([CH:7]=[O:8])[C:5]([OH:10])=[CH:4][CH:3]=1.[C:11]([O:15][C:16]([N:18]1[CH2:22][CH2:21][C@H:20](OS(C)(=O)=O)[CH2:19]1)=[O:17])([CH3:14])([CH3:13])[CH3:12].C([O-])([O-])=O.[K+].[K+], predict the reaction product. The product is: [C:11]([O:15][C:16]([N:18]1[CH2:22][CH2:21][CH:20]([O:10][C:5]2[CH:4]=[CH:3][C:2]([Br:1])=[CH:9][C:6]=2[CH:7]=[O:8])[CH2:19]1)=[O:17])([CH3:14])([CH3:12])[CH3:13]. (4) Given the reactants [Si]([O:8][C:9]1[CH:14]=[CH:13][C:12]([C:15]2[C:19]([C:20]3[CH:25]=[CH:24][CH:23]=[CH:22][CH:21]=3)=[C:18]([C:26]3([C:29]([O:31]C)=[O:30])[CH2:28][CH2:27]3)[O:17][N:16]=2)=[CH:11][CH:10]=1)(C(C)(C)C)(C)C.[OH-].[Na+], predict the reaction product. The product is: [OH:8][C:9]1[CH:10]=[CH:11][C:12]([C:15]2[C:19]([C:20]3[CH:25]=[CH:24][CH:23]=[CH:22][CH:21]=3)=[C:18]([C:26]3([C:29]([OH:31])=[O:30])[CH2:28][CH2:27]3)[O:17][N:16]=2)=[CH:13][CH:14]=1.